From a dataset of Forward reaction prediction with 1.9M reactions from USPTO patents (1976-2016). Predict the product of the given reaction. (1) Given the reactants C([NH:4][C:5]1[C:6]([N+:17]([O-:19])=[O:18])=[C:7]([CH:13]=[CH:14][C:15]=1[Cl:16])[C:8]([O:10][CH2:11][CH3:12])=[O:9])(=O)C.S(=O)(=O)(O)O, predict the reaction product. The product is: [NH2:4][C:5]1[C:6]([N+:17]([O-:19])=[O:18])=[C:7]([CH:13]=[CH:14][C:15]=1[Cl:16])[C:8]([O:10][CH2:11][CH3:12])=[O:9]. (2) Given the reactants C(OC(=O)[N:7]([CH2:32][CH:33]1[CH2:35][CH2:34]1)[CH2:8][CH2:9][C:10]1[CH:15]=[CH:14][C:13]([C:16]2[N:20]=[CH:19][N:18]([C:21]3[CH:26]=[CH:25][C:24]([O:27][C:28]([F:31])([F:30])[F:29])=[CH:23][CH:22]=3)[N:17]=2)=[CH:12][CH:11]=1)(C)(C)C.C(=O)(O)[O-].[Na+], predict the reaction product. The product is: [CH:33]1([CH2:32][NH:7][CH2:8][CH2:9][C:10]2[CH:11]=[CH:12][C:13]([C:16]3[N:20]=[CH:19][N:18]([C:21]4[CH:22]=[CH:23][C:24]([O:27][C:28]([F:29])([F:30])[F:31])=[CH:25][CH:26]=4)[N:17]=3)=[CH:14][CH:15]=2)[CH2:35][CH2:34]1. (3) Given the reactants O[C:2](O)([C:28]([F:31])([F:30])[F:29])[CH2:3][C:4]([NH:6][C:7]1[C:8]([F:27])=[CH:9][C:10]([Cl:26])=[C:11]([CH:25]=1)[O:12][C:13]1[CH:24]=[CH:23][CH:22]=[CH:21][C:14]=1[O:15][CH2:16][C:17]([O:19][CH3:20])=[O:18])=[O:5].O1CCCC1.C(O)(=O)C.[O-:42][C:43]#[N:44].[K+], predict the reaction product. The product is: [Cl:26][C:10]1[CH:9]=[C:8]([F:27])[C:7]([N:6]2[C:4](=[O:5])[CH:3]=[C:2]([C:28]([F:31])([F:30])[F:29])[NH:44][C:43]2=[O:42])=[CH:25][C:11]=1[O:12][C:13]1[CH:24]=[CH:23][CH:22]=[CH:21][C:14]=1[O:15][CH2:16][C:17]([O:19][CH3:20])=[O:18]. (4) Given the reactants [NH:1]1[C:9]2[C:4](=[CH:5][CH:6]=[CH:7][CH:8]=2)[C:3]([CH2:10][C:11]#[N:12])=[CH:2]1.[CH3:13][C:14]1[CH:19]=[C:18]([CH3:20])[CH:17]=[C:16]([N+:21]([O-:23])=[O:22])[C:15]=1[S:24]([N@:27]1[CH2:29][CH:28]1[CH3:30])(=[O:26])=[O:25].[H-].[Na+], predict the reaction product. The product is: [C:11]([CH2:10][C:3]1[C:4]2[C:9](=[CH:8][CH:7]=[CH:6][CH:5]=2)[N:1]([CH2:30][C@@H:28]([NH:27][S:24]([C:15]2[C:16]([N+:21]([O-:23])=[O:22])=[CH:17][C:18]([CH3:20])=[CH:19][C:14]=2[CH3:13])(=[O:26])=[O:25])[CH3:29])[CH:2]=1)#[N:12]. (5) Given the reactants BrC[C@H:3]([O:21][C:22](C1C[C@@H]2C(C)(C)[C@@]1(C)CC2)=O)[C:4]1[CH:9]=[CH:8][C:7]([O:10][CH2:11][C:12]2[CH:17]=[CH:16][CH:15]=[CH:14][CH:13]=2)=[C:6]([N+:18]([O-:20])=[O:19])[CH:5]=1.CO.[OH-].[Na+], predict the reaction product. The product is: [CH2:11]([O:10][C:7]1[CH:8]=[CH:9][C:4]([C@@H:3]2[CH2:22][O:21]2)=[CH:5][C:6]=1[N+:18]([O-:20])=[O:19])[C:12]1[CH:13]=[CH:14][CH:15]=[CH:16][CH:17]=1. (6) Given the reactants O[C@@H:2]([CH3:19])[C@@H:3]([NH:7][C:8]([O:10][CH2:11][CH2:12][C:13]1[CH:18]=[CH:17][CH:16]=[CH:15][CH:14]=1)=[O:9])[C:4]([OH:6])=[O:5].CCN(CC)CC.CN(C(ON1N=NC2C=CC=CC1=2)=[N+](C)C)C.[B-](F)(F)(F)F, predict the reaction product. The product is: [CH2:11]([O:10][C:8](=[O:9])[NH:7][C@H:3]1[C:4](=[O:6])[O:5][C@H:2]1[CH3:19])[CH2:12][C:13]1[CH:18]=[CH:17][CH:16]=[CH:15][CH:14]=1.